This data is from Full USPTO retrosynthesis dataset with 1.9M reactions from patents (1976-2016). The task is: Predict the reactants needed to synthesize the given product. (1) Given the product [Cl:25][CH2:26][CH2:27][CH2:28][O:1][C:2]1[C:7]([O:8][CH3:9])=[CH:6][C:5]([C:10]2([C:14]#[N:15])[CH2:11][CH2:12][CH2:13]2)=[C:4]([N+:16]([O-:18])=[O:17])[CH:3]=1, predict the reactants needed to synthesize it. The reactants are: [OH:1][C:2]1[C:7]([O:8][CH3:9])=[CH:6][C:5]([C:10]2([C:14]#[N:15])[CH2:13][CH2:12][CH2:11]2)=[C:4]([N+:16]([O-:18])=[O:17])[CH:3]=1.C(=O)([O-])[O-].[K+].[K+].[Cl:25][CH2:26][CH2:27][CH2:28]I. (2) The reactants are: [H-].[Na+].[CH3:3][O:4][CH2:5][CH2:6][OH:7].[F:8][C:9]1[CH:10]=[C:11]([CH:14]=[CH:15][C:16]=1F)[CH:12]=[O:13].[NH4+].[Cl-]. Given the product [F:8][C:9]1[CH:10]=[C:11]([CH:14]=[CH:15][C:16]=1[O:7][CH2:6][CH2:5][O:4][CH3:3])[CH:12]=[O:13], predict the reactants needed to synthesize it. (3) Given the product [ClH:25].[C+:16]1[C:15]2[CH:4]3[CH2:5][C:6]4[CH:7]=[CH:8][C:9]([OH:14])=[C:10]([OH:13])[C:11]=4[CH2:12][N:3]3[CH2:2][CH2:1][C:20]=2[CH:19]=[C:18]([OH:21])[C:17]=1[OH:22], predict the reactants needed to synthesize it. The reactants are: [CH2:1]1[C:20]2[C:15](=[CH:16][C:17]([OH:22])=[C:18]([OH:21])[CH:19]=2)[C:4]2[CH:5]=[C:6]3[C:11](=[CH:12][N+:3]=2[CH2:2]1)[C:10]([OH:13])=[C:9]([OH:14])[CH:8]=[CH:7]3.[BH4-].[Na+].[ClH:25]. (4) Given the product [C:79]([O:78][C:77]([NH:76][CH2:75][C:74]1[N:70]([CH2:69][C@@H:65]2[C@H:64]([NH:63][C:13](=[O:14])/[C:12](=[N:11]\[O:10][C:7]([CH3:8])([CH3:9])[C:6]([O:5][C:1]([CH3:4])([CH3:3])[CH3:2])=[O:29])/[C:16]3[N:17]=[C:18]([NH:21][C:22]([O:24][C:25]([CH3:27])([CH3:28])[CH3:26])=[O:23])[S:19][CH:20]=3)[C:67](=[O:68])[NH:66]2)[N:71]=[N:72][N:73]=1)=[O:83])([CH3:82])([CH3:80])[CH3:81], predict the reactants needed to synthesize it. The reactants are: [C:1]([O:5][C:6](=[O:29])[C:7]([O:10]/[N:11]=[C:12](/[C:16]1[N:17]=[C:18]([NH:21][C:22]([O:24][C:25]([CH3:28])([CH3:27])[CH3:26])=[O:23])[S:19][CH:20]=1)\[C:13](O)=[O:14])([CH3:9])[CH3:8])([CH3:4])([CH3:3])[CH3:2].CCN(C(C)C)C(C)C.CN(C(ON1N=NC2C=CC=NC1=2)=[N+](C)C)C.F[P-](F)(F)(F)(F)F.[NH2:63][C@@H:64]1[C:67](=[O:68])[NH:66][C@@H:65]1[CH2:69][N:70]1[C:74]([CH2:75][NH:76][C:77](=[O:83])[O:78][C:79]([CH3:82])([CH3:81])[CH3:80])=[N:73][N:72]=[N:71]1.